From a dataset of Reaction yield outcomes from USPTO patents with 853,638 reactions. Predict the reaction yield, written as a fraction of the theoretical maximum amount of product (1.0 means a 100% yield; for example, 0.34 means a 34% yield). (1) The reactants are [CH2:1]([C@@H:8]1[NH:13][CH2:12][CH2:11][N:10]([CH2:14][CH2:15][CH2:16][NH:17][CH2:18][C:19]([CH3:27])=[CH:20][C:21]2[CH:26]=[CH:25][CH:24]=[CH:23][CH:22]=2)[CH2:9]1)[C:2]1[CH:7]=[CH:6][CH:5]=[CH:4][CH:3]=1.[CH3:28][O:29][C:30]1[CH:31]=[C:32]([CH:36]=[C:37]([O:41][CH3:42])[C:38]=1[O:39][CH3:40])[C:33](O)=[O:34].S(Cl)(Cl)=O. The catalyst is C(N(CC)CC)C. The product is [CH2:1]([C@@H:8]1[NH:13][CH2:12][CH2:11][N:10]([CH2:14][CH2:15][CH2:16][N:17]([CH2:18][C:19]([CH3:27])=[CH:20][C:21]2[CH:26]=[CH:25][CH:24]=[CH:23][CH:22]=2)[C:33](=[O:34])[C:32]2[CH:31]=[C:30]([O:29][CH3:28])[C:38]([O:39][CH3:40])=[C:37]([O:41][CH3:42])[CH:36]=2)[CH2:9]1)[C:2]1[CH:3]=[CH:4][CH:5]=[CH:6][CH:7]=1. The yield is 0.0700. (2) The reactants are Br[C:2]1[N:7]=[C:6]([C:8]([O:10][CH3:11])=[O:9])[CH:5]=[CH:4][C:3]=1[F:12].[F:13][C:14]1[CH:15]=[C:16]([N:30]2[CH2:35][CH2:34][O:33][CH2:32][CH2:31]2)[CH:17]=[C:18]([F:29])[C:19]=1B1OC(C)(C)C(C)(C)O1. No catalyst specified. The product is [F:13][C:14]1[CH:15]=[C:16]([N:30]2[CH2:31][CH2:32][O:33][CH2:34][CH2:35]2)[CH:17]=[C:18]([F:29])[C:19]=1[C:2]1[N:7]=[C:6]([C:8]([O:10][CH3:11])=[O:9])[CH:5]=[CH:4][C:3]=1[F:12]. The yield is 0.750. (3) The reactants are CC1(C)C(C)(C)OB([C:9]2[CH:10]=[C:11]3[C:17]([C:18]4[CH:23]=[CH:22][C:21]([O:24]S(C5C=CC(C)=CC=5)(=O)=O)=[CH:20][CH:19]=4)=[CH:16][N:15](S(C4C=CC(C)=CC=4)(=O)=O)[C:12]3=[N:13][CH:14]=2)O1.C(#N)C.C(=O)([O-])[O-].[Na+].[Na+].Br[C:56]1[N:57]([CH3:61])[CH:58]=[CH:59][N:60]=1. The catalyst is CS(C)=O.CO. The product is [CH3:61][N:57]1[CH:58]=[CH:59][N:60]=[C:56]1[C:9]1[CH:10]=[C:11]2[C:17]([C:18]3[CH:19]=[CH:20][C:21]([OH:24])=[CH:22][CH:23]=3)=[CH:16][NH:15][C:12]2=[N:13][CH:14]=1. The yield is 0.520. (4) The reactants are [F:1][C:2]1[CH:3]=[C:4]([CH2:9][C:10]([O:12][CH3:13])=[O:11])[CH:5]=[C:6]([F:8])[CH:7]=1.[Br:14]N1C(=O)CCC1=O.CC(N=NC(C#N)(C)C)(C#N)C.C(Cl)(Cl)(Cl)Cl. The catalyst is C(Cl)Cl. The product is [Br:14][CH:9]([C:4]1[CH:3]=[C:2]([F:1])[CH:7]=[C:6]([F:8])[CH:5]=1)[C:10]([O:12][CH3:13])=[O:11]. The yield is 0.460. (5) The catalyst is CN(C)C=O. The product is [CH:6]([C:5]1[CH:8]=[CH:9][C:2]([O:1][C:17]([CH3:26])([CH3:25])[C:18]([O:20][C:21]([CH3:24])([CH3:23])[CH3:22])=[O:19])=[CH:3][CH:4]=1)=[O:7]. The yield is 0.420. The reactants are [OH:1][C:2]1[CH:9]=[CH:8][C:5]([CH:6]=[O:7])=[CH:4][CH:3]=1.C(=O)([O-])[O-].[K+].[K+].Br[C:17]([CH3:26])([CH3:25])[C:18]([O:20][C:21]([CH3:24])([CH3:23])[CH3:22])=[O:19].O. (6) The reactants are [Cl:1]C1C(Cl)=CC=CC=1C.ClCl.[Cl:12][C:13]1[C:21]([Cl:22])=[CH:20][CH:19]=[CH:18][C:14]=1[CH:15]([Cl:17])[Cl:16]. No catalyst specified. The product is [Cl:12][C:13]1[C:21]([Cl:22])=[CH:20][CH:19]=[CH:18][C:14]=1[C:15]([Cl:1])([Cl:16])[Cl:17]. The yield is 0.952.